From a dataset of Aqueous solubility values for 9,982 compounds from the AqSolDB database. Regression/Classification. Given a drug SMILES string, predict its absorption, distribution, metabolism, or excretion properties. Task type varies by dataset: regression for continuous measurements (e.g., permeability, clearance, half-life) or binary classification for categorical outcomes (e.g., BBB penetration, CYP inhibition). For this dataset (solubility_aqsoldb), we predict Y. (1) The drug is CCCc1cc(=O)[nH]c(=S)[nH]1. The Y is -2.15 log mol/L. (2) The compound is C=CCOP(=O)(OCC=C)c1ccccc1. The Y is -2.90 log mol/L. (3) The compound is O=C1/C(=N/Nc2ccc3c(S(=O)(=O)[O-])cccc3c2S(=O)(=O)[O-])C(S(=O)(=O)[O-])=Cc2cc(S(=O)(=O)[O-])cc(Nc3nc(Cl)nc(Nc4cccc(S(=O)(=O)CCOS(=O)(=O)[O-])c4)n3)c21.[Na+].[Na+].[Na+].[Na+].[Na+]. The Y is -0.411 log mol/L.